Task: Regression/Classification. Given a drug SMILES string, predict its absorption, distribution, metabolism, or excretion properties. Task type varies by dataset: regression for continuous measurements (e.g., permeability, clearance, half-life) or binary classification for categorical outcomes (e.g., BBB penetration, CYP inhibition). Dataset: rlm.. Dataset: Rat liver microsome stability data The compound is Fc1cc(Nc2nc(-c3ccncc3)nc3ccccc23)ccc1-c1ccncc1. The result is 1 (stable in rat liver microsomes).